This data is from Full USPTO retrosynthesis dataset with 1.9M reactions from patents (1976-2016). The task is: Predict the reactants needed to synthesize the given product. Given the product [CH3:44][N:45]([CH2:47][C:48]1[C:56]2[C:51](=[N:52][CH:53]=[C:54](/[CH:57]=[CH:58]/[C:59]([N:11]3[CH2:12][CH:9]([O:8][CH2:7][C:3]4[S:2][CH:6]=[CH:5][CH:4]=4)[CH2:10]3)=[O:60])[CH:55]=2)[NH:50][CH:49]=1)[CH3:46], predict the reactants needed to synthesize it. The reactants are: Cl.[S:2]1[CH:6]=[CH:5][CH:4]=[C:3]1[CH2:7][O:8][CH:9]1[CH2:12][NH:11][CH2:10]1.CCN=C=NCCCN(C)C.C1C=CC2N(O)N=NC=2C=1.C(N(C(C)C)CC)(C)C.Cl.[CH3:44][N:45]([CH2:47][C:48]1[C:56]2[C:51](=[N:52][CH:53]=[C:54](/[CH:57]=[CH:58]/[C:59](O)=[O:60])[CH:55]=2)[NH:50][CH:49]=1)[CH3:46].